From a dataset of hERG Central: cardiac toxicity at 1µM, 10µM, and general inhibition. Predict hERG channel inhibition at various concentrations. (1) The compound is COc1ccccc1OCC(O)Cn1c(=N)n(CCN2CCCCC2)c2ccccc21.Cl. Results: hERG_inhib (hERG inhibition (general)): blocker. (2) The drug is CCCCn1nnc(NC(=O)c2ccc(-c3cccc([N+](=O)[O-])c3)o2)n1. Results: hERG_inhib (hERG inhibition (general)): blocker. (3) The drug is Cc1ccc2cc(C#N)c(N3CCN(C(=O)c4ccccc4)CC3)nc2c1. Results: hERG_inhib (hERG inhibition (general)): blocker. (4) The drug is CCOc1cccc(CN2CCCC(C(=O)Nc3cccc(-n4cccn4)c3)C2)c1. Results: hERG_inhib (hERG inhibition (general)): blocker. (5) The drug is COc1ccc(CN2CCN(Cc3ccccc3)CC2)c(OC)c1. Results: hERG_inhib (hERG inhibition (general)): blocker. (6) The molecule is O=C(Nc1ccnn1C1CCN(CCCC2CCCC2)CC1)c1ccccc1Cl. Results: hERG_inhib (hERG inhibition (general)): blocker.